This data is from Forward reaction prediction with 1.9M reactions from USPTO patents (1976-2016). The task is: Predict the product of the given reaction. (1) Given the reactants [NH2:1][C:2]1[S:3][C:4]2[CH:10]=[CH:9][CH:8]=[CH:7][C:5]=2[N:6]=1.C(N=C=NCCCN(C)C)C.ON1C2C=CC=CC=2N=N1.[CH3:32][O:33][C:34]1[CH:44]=[CH:43][C:42](/[CH:45]=[CH:46]\[C:47]2[CH:52]=[C:51]([O:53][CH3:54])[C:50]([O:55][CH3:56])=[C:49]([O:57][CH3:58])[CH:48]=2)=[CH:41][C:35]=1[O:36][CH2:37][C:38](O)=[O:39], predict the reaction product. The product is: [S:3]1[C:4]2[CH:10]=[CH:9][CH:8]=[CH:7][C:5]=2[N:6]=[C:2]1[NH:1][C:38](=[O:39])[CH2:37][O:36][C:35]1[CH:41]=[C:42](/[CH:45]=[CH:46]\[C:47]2[CH:52]=[C:51]([O:53][CH3:54])[C:50]([O:55][CH3:56])=[C:49]([O:57][CH3:58])[CH:48]=2)[CH:43]=[CH:44][C:34]=1[O:33][CH3:32]. (2) Given the reactants [CH:1]1([CH2:4][N:5]2[C:10](=[O:11])[C:9]([CH2:12]OS(C)(=O)=O)=[CH:8][C:7]([C:18]3[CH:23]=[CH:22][C:21]([O:24][CH3:25])=[C:20]([F:26])[CH:19]=3)=[N:6]2)[CH2:3][CH2:2]1.[NH:27]1[CH2:31][CH2:30][CH2:29][CH2:28]1, predict the reaction product. The product is: [CH:1]1([CH2:4][N:5]2[C:10](=[O:11])[C:9]([CH2:12][N:27]3[CH2:31][CH2:30][CH2:29][CH2:28]3)=[CH:8][C:7]([C:18]3[CH:23]=[CH:22][C:21]([O:24][CH3:25])=[C:20]([F:26])[CH:19]=3)=[N:6]2)[CH2:2][CH2:3]1. (3) Given the reactants CN(C)C=O.C(=O)([O-])[O-].[K+].[K+].I[C:13]1[C:18]([O:19][C:20]2[C:29]3[C:24](=[CH:25][C:26]([O:32][CH3:33])=[C:27]([O:30][CH3:31])[CH:28]=3)[N:23]=[CH:22][CH:21]=2)=[CH:17][CH:16]=[C:15]([CH3:34])[N:14]=1.[N:35]1[CH:40]=[CH:39][CH:38]=[C:37](B(O)O)[CH:36]=1, predict the reaction product. The product is: [CH3:31][O:30][C:27]1[CH:28]=[C:29]2[C:24](=[CH:25][C:26]=1[O:32][CH3:33])[N:23]=[CH:22][CH:21]=[C:20]2[O:19][C:18]1[C:13]([C:37]2[CH:36]=[N:35][CH:40]=[CH:39][CH:38]=2)=[N:14][C:15]([CH3:34])=[CH:16][CH:17]=1. (4) Given the reactants [Cl:1][C:2]1[C:10]2[N:9]=[C:8]3[N:11]([C:15]4[CH:20]=[CH:19][C:18]([Cl:21])=[CH:17][C:16]=4[Cl:22])[CH2:12][CH2:13][CH2:14][N:7]3[C:6]=2[C:5]([CH:23]([CH2:27][CH3:28])[CH:24]([OH:26])[CH3:25])=[CH:4][CH:3]=1.CC(OI1(OC(C)=O)(OC(C)=O)OC(=O)C2C=CC=CC1=2)=O, predict the reaction product. The product is: [Cl:1][C:2]1[C:10]2[N:9]=[C:8]3[N:11]([C:15]4[CH:20]=[CH:19][C:18]([Cl:21])=[CH:17][C:16]=4[Cl:22])[CH2:12][CH2:13][CH2:14][N:7]3[C:6]=2[C:5]([CH:23]([CH2:27][CH3:28])[C:24](=[O:26])[CH3:25])=[CH:4][CH:3]=1. (5) Given the reactants [CH3:1][O:2][C:3]1[CH:8]=[CH:7][C:6]([NH:9][C:10]2[N:11]=[N:12][C:13]([CH:16]([NH:18][C:19]([C:21]3O[CH:23]=[CH:24][CH:25]=3)=[O:20])[CH3:17])=[CH:14][N:15]=2)=[CH:5][CH:4]=1.NC(C1N=NC(NC2C=CC(OC)=CC=2)=NC=1)C.[F:44][C:45]1C=C(C=C[CH:53]=1)C(Cl)=O, predict the reaction product. The product is: [F:44][C:45]1[CH:53]=[C:21]([CH:25]=[CH:24][CH:23]=1)[C:19]([NH:18][CH:16]([C:13]1[N:12]=[N:11][C:10]([NH:9][C:6]2[CH:5]=[CH:4][C:3]([O:2][CH3:1])=[CH:8][CH:7]=2)=[N:15][CH:14]=1)[CH3:17])=[O:20]. (6) Given the reactants [Br:1][C:2]1[CH:11]=[CH:10][C:5]([O:6][CH2:7][CH2:8][OH:9])=[CH:4][CH:3]=1.C(N(CC)CC)C.[CH3:19][S:20](Cl)(=[O:22])=[O:21], predict the reaction product. The product is: [CH3:19][S:20]([O:9][CH2:8][CH2:7][O:6][C:5]1[CH:10]=[CH:11][C:2]([Br:1])=[CH:3][CH:4]=1)(=[O:22])=[O:21]. (7) Given the reactants [CH2:1]([NH2:4])[CH2:2][CH3:3].C(N(CC)CC)C.Cl[C:13]1[C:18]([C:19]#[N:20])=[CH:17][N:16]=[C:15]([NH:21][C:22]2[CH:27]=[CH:26][CH:25]=[CH:24][CH:23]=2)[N:14]=1.O, predict the reaction product. The product is: [C:22]1([NH:21][C:15]2[N:14]=[C:13]([NH:4][CH2:1][CH2:2][CH3:3])[C:18]([C:19]#[N:20])=[CH:17][N:16]=2)[CH:27]=[CH:26][CH:25]=[CH:24][CH:23]=1. (8) Given the reactants [CH3:1][CH:2]1[CH2:7][CH2:6][N:5]([CH2:8][C:9]2[CH:10]=[C:11]([C:15]3[CH:16]=[C:17]4[C:21](=[CH:22][CH:23]=3)[N:20](C3CCCCO3)[N:19]=[C:18]4[C:30]([NH:32][C:33]3[CH:38]=[N:37][CH:36]=[CH:35][N:34]=3)=[O:31])[CH:12]=[N:13][CH:14]=2)[CH2:4][CH2:3]1.C[SiH](C)C.C(O)(C(F)(F)F)=O, predict the reaction product. The product is: [CH3:1][CH:2]1[CH2:7][CH2:6][N:5]([CH2:8][C:9]2[CH:10]=[C:11]([C:15]3[CH:16]=[C:17]4[C:21](=[CH:22][CH:23]=3)[NH:20][N:19]=[C:18]4[C:30]([NH:32][C:33]3[CH:38]=[N:37][CH:36]=[CH:35][N:34]=3)=[O:31])[CH:12]=[N:13][CH:14]=2)[CH2:4][CH2:3]1. (9) Given the reactants [CH2:1]([O:5][C:6]1[N:14]=[C:13]2[C:9]([N:10]=[C:11]([O:23]C)[N:12]2[CH2:15][CH2:16][CH:17]2[CH2:22][CH2:21][CH2:20][NH:19][CH2:18]2)=[C:8]([NH2:25])[N:7]=1)[CH2:2][CH2:3][CH3:4].I[CH2:27][CH:28]([CH3:30])[CH3:29], predict the reaction product. The product is: [NH2:25][C:8]1[N:7]=[C:6]([O:5][CH2:1][CH2:2][CH2:3][CH3:4])[N:14]=[C:13]2[C:9]=1[NH:10][C:11](=[O:23])[N:12]2[CH2:15][CH2:16][CH:17]1[CH2:22][CH2:21][CH2:20][N:19]([CH2:27][CH:28]([CH3:30])[CH3:29])[CH2:18]1.